The task is: Predict the reaction yield, written as a fraction of the theoretical maximum amount of product (1.0 means a 100% yield; for example, 0.34 means a 34% yield).. This data is from Reaction yield outcomes from USPTO patents with 853,638 reactions. (1) The reactants are [CH3:1][C:2]1[N:7]([C:8]2[CH:13]=[CH:12][CH:11]=[C:10]([C:14]([F:17])([F:16])[F:15])[CH:9]=2)[C:6](=[O:18])[C:5]([C:19]([OH:21])=[O:20])=[CH:4][CH:3]=1.[I:22]I.S(=O)(=O)(O)O.[N+]([O-])(O)=O. The catalyst is C(O)(=O)C. The product is [I:22][C:3]1[CH:4]=[C:5]([C:19]([OH:21])=[O:20])[C:6](=[O:18])[N:7]([C:8]2[CH:13]=[CH:12][CH:11]=[C:10]([C:14]([F:16])([F:17])[F:15])[CH:9]=2)[C:2]=1[CH3:1]. The yield is 0.857. (2) The reactants are [OH:1][CH2:2][C:3]1[CH:4]=[C:5]([CH:9]=[CH:10][CH:11]=1)[C:6]([OH:8])=O.[Cl:12][CH2:13][C:14]([NH:16]O)=[NH:15].CN(C(ON1N=NC2C=CC=CC1=2)=[N+](C)C)C.F[P-](F)(F)(F)(F)F.C(N(CC)CC)C. The catalyst is CN(C=O)C. The product is [Cl:12][CH2:13][C:14]1[N:16]=[C:6]([C:5]2[CH:4]=[C:3]([CH2:2][OH:1])[CH:11]=[CH:10][CH:9]=2)[O:8][N:15]=1. The yield is 0.250. (3) The reactants are Cl[CH2:2][CH2:3][CH2:4][NH:5][C:6]1[N:7]=[C:8]([C:25]2[CH:26]=[C:27]([CH:34]=[CH:35][C:36]=2[CH3:37])[C:28]([NH:30][CH2:31][CH2:32][CH3:33])=[O:29])[C:9]2[CH2:14][NH:13][C:12](=[O:15])[N:11]([C:16]3[C:21]([F:22])=[CH:20][CH:19]=[CH:18][C:17]=3[F:23])[C:10]=2[N:24]=1.[CH2:38]([NH2:40])[CH3:39].C(=O)([O-])[O-].[K+].[K+]. The catalyst is CN(C=O)C.CCOC(C)=O. The product is [F:22][C:21]1[CH:20]=[CH:19][CH:18]=[C:17]([F:23])[C:16]=1[N:11]1[C:10]2[N:24]=[C:6]([NH:5][CH2:4][CH2:3][CH2:2][NH:40][CH2:38][CH3:39])[N:7]=[C:8]([C:25]3[CH:26]=[C:27]([CH:34]=[CH:35][C:36]=3[CH3:37])[C:28]([NH:30][CH2:31][CH2:32][CH3:33])=[O:29])[C:9]=2[CH2:14][NH:13][C:12]1=[O:15]. The yield is 0.500. (4) The reactants are Cl.[NH2:2][CH:3]([CH2:7][CH2:8][C:9]([F:12])([F:11])[F:10])[C:4]([OH:6])=[O:5].C([O-])([O-])=O.[K+].[K+].[CH3:19][C:20]([O:23][C:24](O[C:24]([O:23][C:20]([CH3:22])([CH3:21])[CH3:19])=[O:25])=[O:25])([CH3:22])[CH3:21]. The catalyst is C1COCC1.O. The product is [C:20]([O:23][C:24]([NH:2][CH:3]([CH2:7][CH2:8][C:9]([F:10])([F:11])[F:12])[C:4]([OH:6])=[O:5])=[O:25])([CH3:22])([CH3:21])[CH3:19]. The yield is 1.00. (5) The reactants are Br[C:2]1[CH:7]=[CH:6][C:5]([C:8]2[CH:9]=[N:10][N:11]([CH2:13][C:14]([CH3:17])([OH:16])[CH3:15])[CH:12]=2)=[CH:4][CH:3]=1.[B:18]1([B:18]2[O:22][C:21]([CH3:24])([CH3:23])[C:20]([CH3:26])([CH3:25])[O:19]2)[O:22][C:21]([CH3:24])([CH3:23])[C:20]([CH3:26])([CH3:25])[O:19]1.CC(C1C=C(C(C)C)C(C2C=CC=CC=2P(C2CCCCC2)C2CCCCC2)=C(C(C)C)C=1)C.C([O-])(=O)C.[K+]. The catalyst is O1CCOCC1.C1C=CC(/C=C/C(/C=C/C2C=CC=CC=2)=O)=CC=1.C1C=CC(/C=C/C(/C=C/C2C=CC=CC=2)=O)=CC=1.C1C=CC(/C=C/C(/C=C/C2C=CC=CC=2)=O)=CC=1.[Pd].[Pd]. The product is [CH3:15][C:14]([OH:16])([CH3:17])[CH2:13][N:11]1[CH:12]=[C:8]([C:5]2[CH:6]=[CH:7][C:2]([B:18]3[O:22][C:21]([CH3:24])([CH3:23])[C:20]([CH3:26])([CH3:25])[O:19]3)=[CH:3][CH:4]=2)[CH:9]=[N:10]1. The yield is 0.950. (6) The reactants are C([Li])(C)(C)C.[CH:6]([O:9][C:10](=[S:24])[NH:11][C:12]1[CH:17]=[C:16](F)[CH:15]=[C:14]([O:19][C:20]([CH3:23])([CH3:22])[CH3:21])[CH:13]=1)([CH3:8])[CH3:7].CN(OC)[C:27](=[O:30])[CH2:28][Cl:29]. The catalyst is CC1OCCC1. The product is [C:20]([O:19][C:14]1[CH:15]=[C:16]([C:27](=[O:30])[CH2:28][Cl:29])[C:17]2[S:24][C:10]([O:9][CH:6]([CH3:8])[CH3:7])=[N:11][C:12]=2[CH:13]=1)([CH3:23])([CH3:22])[CH3:21]. The yield is 0.179. (7) The product is [N:1]1([CH2:7][CH2:8][O:9][C:10]2[CH:11]=[CH:12][C:13]([NH:16][CH:18]=[C:19]3[C:27]4[C:22](=[CH:23][CH:24]=[CH:25][CH:26]=4)[NH:21][C:20]3=[O:28])=[CH:14][CH:15]=2)[CH2:2][CH2:3][CH2:4][CH2:5][CH2:6]1. The reactants are [N:1]1([CH2:7][CH2:8][O:9][C:10]2[CH:15]=[CH:14][C:13]([NH2:16])=[CH:12][CH:11]=2)[CH2:6][CH2:5][CH2:4][CH2:3][CH2:2]1.O[CH:18]=[C:19]1[C:27]2[C:22](=[CH:23][CH:24]=[CH:25][CH:26]=2)[NH:21][C:20]1=[O:28]. The yield is 0.800. No catalyst specified. (8) The reactants are [F:1][C:2]1[CH:6]=[N:5][N:4]([CH3:7])[C:3]=1[C:8]1[CH:9]=[C:10]([NH2:16])[CH:11]=[CH:12][C:13]=1[O:14][CH3:15].[Cl:17][C:18]1[CH:23]=[CH:22][C:21]([N:24]=[C:25]=[O:26])=[CH:20][CH:19]=1. The catalyst is C(Cl)Cl. The product is [Cl:17][C:18]1[CH:23]=[CH:22][C:21]([NH:24][C:25]([NH:16][C:10]2[CH:11]=[CH:12][C:13]([O:14][CH3:15])=[C:8]([C:3]3[N:4]([CH3:7])[N:5]=[CH:6][C:2]=3[F:1])[CH:9]=2)=[O:26])=[CH:20][CH:19]=1. The yield is 0.490. (9) The product is [C:21]1([NH:27][N:28]=[C:18]2[C:13](=[O:20])[CH2:14][CH2:15][CH2:16][CH2:17]2)[CH:26]=[CH:25][CH:24]=[CH:23][CH:22]=1. The reactants are N1C2C(=CC=CC=2)C=C1C(N)=O.[C:13]1(=[O:20])[CH2:18][CH2:17][CH2:16][C:15](=O)[CH2:14]1.[C:21]1([NH:27][NH2:28])[CH:26]=[CH:25][CH:24]=[CH:23][CH:22]=1.NN. The catalyst is O.C(O)C. The yield is 0.833.